From a dataset of Full USPTO retrosynthesis dataset with 1.9M reactions from patents (1976-2016). Predict the reactants needed to synthesize the given product. Given the product [F:63][C:57]([F:62])([C:58]([F:59])([F:61])[F:60])[CH2:56][C:53]1[CH:54]=[CH:55][C:50]([CH2:49][CH:39]([NH:38][C:12]([C:1]2[CH:2]=[CH:3][CH:4]=[C:5]3[CH2:11][CH2:10][CH2:9][CH:8]=[CH:7][C:6]=23)=[O:14])[CH:40]([C:42]2[CH:47]=[CH:46][CH:45]=[C:44]([Cl:48])[CH:43]=2)[OH:41])=[CH:51][CH:52]=1, predict the reactants needed to synthesize it. The reactants are: [C:1]1([C:12]([OH:14])=O)[CH:2]=[CH:3][CH:4]=[C:5]2[CH2:11][CH2:10][CH2:9][CH:8]=[CH:7][C:6]=12.Cl.C(N=C=NCCCN(C)C)C.O.ON1C2C=CC=CC=2N=N1.[NH2:38][CH:39]([CH2:49][C:50]1[CH:55]=[CH:54][C:53]([CH2:56][C:57]([F:63])([F:62])[C:58]([F:61])([F:60])[F:59])=[CH:52][CH:51]=1)[CH:40]([C:42]1[CH:47]=[CH:46][CH:45]=[C:44]([Cl:48])[CH:43]=1)[OH:41].